Dataset: Forward reaction prediction with 1.9M reactions from USPTO patents (1976-2016). Task: Predict the product of the given reaction. (1) Given the reactants [CH3:1][O:2][C:3]1[CH:8]=[C:7](F)[CH:6]=[CH:5][C:4]=1[N+:10]([O-:12])=[O:11].[CH3:13][S:14]([N:17]1[CH2:22][CH2:21][NH:20][CH2:19][CH2:18]1)(=[O:16])=[O:15].C([O-])([O-])=O.[K+].[K+].O, predict the reaction product. The product is: [CH3:1][O:2][C:3]1[CH:8]=[C:7]([N:20]2[CH2:21][CH2:22][N:17]([S:14]([CH3:13])(=[O:16])=[O:15])[CH2:18][CH2:19]2)[CH:6]=[CH:5][C:4]=1[N+:10]([O-:12])=[O:11]. (2) Given the reactants [CH2:1]([O:3]C(=O)OCC)C.[H-].[Na+].[Br:11][C:12]1[C:13]([OH:22])=[C:14]([C:19](=[O:21])[CH3:20])[CH:15]=[C:16]([Br:18])[CH:17]=1.[OH-].[Na+], predict the reaction product. The product is: [Br:18][C:16]1[CH:17]=[C:12]([Br:11])[C:13]2[O:22][C:1](=[O:3])[CH:20]=[C:19]([OH:21])[C:14]=2[CH:15]=1. (3) Given the reactants [Cl:1][C:2]1[C:7]([C:8]2[CH:13]=[CH:12][CH:11]=[CH:10][CH:9]=2)=[N:6][N:5]=[C:4]2[N:14]([CH3:24])[N:15]=[C:16]([C:17]3[CH:22]=[CH:21][CH:20]=[CH:19][C:18]=3Cl)[C:3]=12.[CH3:25][O:26]C1C=C(C=CC=1)C(CC#N)=O.[CH3:38][O:39]C1C=CC(C#C)=CC=1, predict the reaction product. The product is: [Cl:1][C:2]1[C:7]([C:8]2[CH:13]=[CH:12][C:11]([O:26][CH3:25])=[CH:10][CH:9]=2)=[N:6][N:5]=[C:4]2[N:14]([CH3:24])[N:15]=[C:16]([C:17]3[CH:22]=[CH:21][CH:20]=[C:19]([O:39][CH3:38])[CH:18]=3)[C:3]=12. (4) Given the reactants [Br:1][C:2]1[CH:3]=[C:4]([F:12])[CH:5]=[C:6]2[C:10]=1[CH2:9][C:8]([CH3:11])=[CH:7]2.[Li]CCCC.[CH:18]1[C:30]2[CH:29]([Si:31](Cl)([CH3:33])[CH3:32])[C:28]3[C:23](=[CH:24][CH:25]=[CH:26][CH:27]=3)[C:22]=2[CH:21]=[CH:20][CH:19]=1.O, predict the reaction product. The product is: [Br:1][C:2]1[CH:3]=[C:4]([F:12])[CH:5]=[C:6]2[C:10]=1[CH:9]=[C:8]([CH3:11])[CH:7]2[Si:31]([CH:29]1[C:28]2[CH:27]=[CH:26][CH:25]=[CH:24][C:23]=2[C:22]2[C:30]1=[CH:18][CH:19]=[CH:20][CH:21]=2)([CH3:32])[CH3:33]. (5) Given the reactants [Br:1][C:2]1[CH:7]=[CH:6][C:5]([NH:8][C:9](=[O:21])[C:10]2[CH:15]=[CH:14][CH:13]=[C:12]([C:16]([C:19]#[N:20])([CH3:18])[CH3:17])[CH:11]=2)=[CH:4][C:3]=1[N+:22]([O-])=O.C(O)(=O)C.C(O)C.C(#N)C, predict the reaction product. The product is: [NH2:22][C:3]1[CH:4]=[C:5]([NH:8][C:9](=[O:21])[C:10]2[CH:15]=[CH:14][CH:13]=[C:12]([C:16]([C:19]#[N:20])([CH3:17])[CH3:18])[CH:11]=2)[CH:6]=[CH:7][C:2]=1[Br:1]. (6) Given the reactants [C:1]([O:5][C:6]([N:8]1[CH2:12][C@@H:11]([C:13]([OH:15])=[O:14])[C@H:10]([C:16]([OH:18])=O)[CH2:9]1)=[O:7])([CH3:4])([CH3:3])[CH3:2].C(N(CC)C(C)C)(C)C.ON1C2C=CC=CC=2N=N1.C1C=CC2N(O)N=NC=2C=1.[Cl:48][C:49]1[CH:55]=[CH:54][C:52]([NH2:53])=[CH:51][CH:50]=1, predict the reaction product. The product is: [C:1]([O:5][C:6]([N:8]1[CH2:9][C@@H:10]([C:16](=[O:18])[NH:53][C:52]2[CH:54]=[CH:55][C:49]([Cl:48])=[CH:50][CH:51]=2)[C@H:11]([C:13]([OH:15])=[O:14])[CH2:12]1)=[O:7])([CH3:2])([CH3:3])[CH3:4]. (7) Given the reactants [C:1]1([C:7](=[O:11])[C:8](O)=[O:9])[CH:6]=[CH:5][CH:4]=[CH:3][CH:2]=1.C(Cl)(=O)C([Cl:15])=O, predict the reaction product. The product is: [C:1]1([C:7](=[O:11])[C:8]([Cl:15])=[O:9])[CH:6]=[CH:5][CH:4]=[CH:3][CH:2]=1.